From a dataset of Catalyst prediction with 721,799 reactions and 888 catalyst types from USPTO. Predict which catalyst facilitates the given reaction. (1) Reactant: P(Cl)(Cl)([Cl:3])=O.[Cl:6][C:7]1[CH:8]=[C:9]([C:13]2[C:14]3[CH:22]=[C:21]([CH3:23])[S:20][C:15]=3[N:16]=[C:17](O)[N:18]=2)[CH:10]=[CH:11][CH:12]=1. Product: [Cl:3][C:17]1[N:18]=[C:13]([C:9]2[CH:10]=[CH:11][CH:12]=[C:7]([Cl:6])[CH:8]=2)[C:14]2[CH:22]=[C:21]([CH3:23])[S:20][C:15]=2[N:16]=1. The catalyst class is: 3. (2) Reactant: [CH:1]1([CH2:6][C@@H:7]([C:20]([N:22]2[C@H:26]([C:27]([N:29]3[CH2:34][CH2:33][O:32][CH2:31][CH2:30]3)=[O:28])[CH2:25][CH:24]=[N:23]2)=[O:21])[CH2:8][C:9]([NH:11][O:12]CC2C=CC=CC=2)=[O:10])[CH2:5][CH2:4][CH2:3][CH2:2]1. Product: [CH:1]1([CH2:6][C@@H:7]([C:20]([N:22]2[C@H:26]([C:27]([N:29]3[CH2:34][CH2:33][O:32][CH2:31][CH2:30]3)=[O:28])[CH2:25][CH:24]=[N:23]2)=[O:21])[CH2:8][C:9]([NH:11][OH:12])=[O:10])[CH2:5][CH2:4][CH2:3][CH2:2]1. The catalyst class is: 105. (3) Reactant: [F:1][CH:2]([F:27])[C:3]1[C:10]([C:11]2[NH:15][C:14](=[O:16])[N:13]([C:17]3[CH:22]=[CH:21][C:20]([C:23]([F:26])([F:25])[F:24])=[CH:19][CH:18]=3)[N:12]=2)=[CH:9][C:6]([C:7]#[N:8])=[CH:5][N:4]=1. Product: [NH2:8][CH2:7][C:6]1[CH:9]=[C:10]([C:11]2[NH:15][C:14](=[O:16])[N:13]([C:17]3[CH:22]=[CH:21][C:20]([C:23]([F:24])([F:26])[F:25])=[CH:19][CH:18]=3)[N:12]=2)[C:3]([CH:2]([F:27])[F:1])=[N:4][CH:5]=1. The catalyst class is: 171. (4) Reactant: [NH:1]([C:3]1[C:8]([O:9][CH3:10])=[CH:7][C:6]([N+:11]([O-:13])=[O:12])=[CH:5][N:4]=1)[NH2:2].[CH3:14][C:15](OC(C)=O)=[O:16]. Product: [CH3:10][O:9][C:8]1[C:3]([NH:1][NH:2][C:15](=[O:16])[CH3:14])=[N:4][CH:5]=[C:6]([N+:11]([O-:13])=[O:12])[CH:7]=1. The catalyst class is: 12. (5) Reactant: C[Si](C)(C)CC[O:5][C:6](=[O:33])[C:7]1[C:12]([Cl:13])=[CH:11][CH:10]=[CH:9][C:8]=1[NH:14][C:15]([O:17][CH2:18][CH2:19][O:20][C:21]1[CH:26]=[CH:25][C:24]([C:27]2[CH:32]=[CH:31][CH:30]=[CH:29][CH:28]=2)=[CH:23][CH:22]=1)=[O:16].[F-].C([N+](CCCC)(CCCC)CCCC)CCC.C1COCC1.Cl. Product: [C:24]1([C:27]2[CH:32]=[CH:31][CH:30]=[CH:29][CH:28]=2)[CH:23]=[CH:22][C:21]([O:20][CH2:19][CH2:18][O:17][C:15]([NH:14][C:8]2[CH:9]=[CH:10][CH:11]=[C:12]([Cl:13])[C:7]=2[C:6]([OH:33])=[O:5])=[O:16])=[CH:26][CH:25]=1. The catalyst class is: 3. (6) Reactant: C(OC(=O)[NH:7][CH:8]1[CH2:13][CH2:12][CH:11]([CH2:14][N:15]2[C:23]3[C:18](=[CH:19][CH:20]=[CH:21][CH:22]=3)[C:17]([CH3:25])([CH3:24])[C:16]2=[O:26])[CH2:10][CH2:9]1)(C)(C)C.Cl.O1CCOCC1. Product: [NH2:7][CH:8]1[CH2:9][CH2:10][CH:11]([CH2:14][N:15]2[C:23]3[C:18](=[CH:19][CH:20]=[CH:21][CH:22]=3)[C:17]([CH3:24])([CH3:25])[C:16]2=[O:26])[CH2:12][CH2:13]1. The catalyst class is: 5.